Task: Predict which catalyst facilitates the given reaction.. Dataset: Catalyst prediction with 721,799 reactions and 888 catalyst types from USPTO (1) Reactant: [CH2:1]([N:8]=[C:9]=[O:10])[C:2]1[CH:7]=[CH:6][CH:5]=[CH:4][CH:3]=1.[NH2:11][CH2:12][C:13]1[N:21]=[C:20]2[C:16]([N:17]=[CH:18][N:19]2[C@@H:22]2[O:26][C@H:25]([C:27]([NH:29][CH2:30][CH3:31])=[O:28])[C@@H:24]([OH:32])[C@H:23]2[OH:33])=[C:15]([NH:34][CH2:35][CH:36]([C:43]2[CH:48]=[CH:47][CH:46]=[CH:45][CH:44]=2)[C:37]2[CH:42]=[CH:41][CH:40]=[CH:39][CH:38]=2)[N:14]=1. Product: [CH2:1]([NH:8][C:9]([NH:11][CH2:12][C:13]1[N:21]=[C:20]2[C:16]([N:17]=[CH:18][N:19]2[C@@H:22]2[O:26][C@H:25]([C:27]([NH:29][CH2:30][CH3:31])=[O:28])[C@@H:24]([OH:32])[C@H:23]2[OH:33])=[C:15]([NH:34][CH2:35][CH:36]([C:37]2[CH:42]=[CH:41][CH:40]=[CH:39][CH:38]=2)[C:43]2[CH:44]=[CH:45][CH:46]=[CH:47][CH:48]=2)[N:14]=1)=[O:10])[C:2]1[CH:7]=[CH:6][CH:5]=[CH:4][CH:3]=1. The catalyst class is: 4. (2) Reactant: [Cl:1][C:2]1[C:7]([C:8]2([CH3:11])[CH2:10][CH2:9]2)=[CH:6][C:5]([NH:12][CH2:13][C:14]([O:16]CC)=[O:15])=[C:4]([O:19][CH3:20])[CH:3]=1.O[Li].O. Product: [Cl:1][C:2]1[C:7]([C:8]2([CH3:11])[CH2:10][CH2:9]2)=[CH:6][C:5]([NH:12][CH2:13][C:14]([OH:16])=[O:15])=[C:4]([O:19][CH3:20])[CH:3]=1. The catalyst class is: 20. (3) Reactant: [H-].[Na+].[CH:3]1([NH:6][C:7](=[O:24])[C:8]2[CH:13]=[CH:12][C:11]([CH3:14])=[C:10]([C:15]3[CH:16]=[C:17]4[CH:23]=[N:22][NH:21][C:18]4=[CH:19][N:20]=3)[CH:9]=2)[CH2:5][CH2:4]1.[CH:25]([S:28](Cl)(=[O:30])=[O:29])([CH3:27])[CH3:26].O. Product: [CH:3]1([NH:6][C:7](=[O:24])[C:8]2[CH:13]=[CH:12][C:11]([CH3:14])=[C:10]([C:15]3[CH:16]=[C:17]4[CH:23]=[N:22][N:21]([S:28]([CH:25]([CH3:27])[CH3:26])(=[O:30])=[O:29])[C:18]4=[CH:19][N:20]=3)[CH:9]=2)[CH2:5][CH2:4]1. The catalyst class is: 3. (4) Reactant: [NH2:1][C:2]1[CH:7]=[CH:6][C:5]([CH3:8])=[CH:4][N:3]=1.[CH3:9][C:10]([O:13][C:14](O[C:14]([O:13][C:10]([CH3:12])([CH3:11])[CH3:9])=[O:15])=[O:15])([CH3:12])[CH3:11]. Product: [C:10]([O:13][C:14]([NH:1][C:2]1[CH:7]=[CH:6][C:5]([CH3:8])=[CH:4][N:3]=1)=[O:15])([CH3:12])([CH3:11])[CH3:9]. The catalyst class is: 64. (5) Reactant: [O:1]=[C:2]1[C:11]2[CH:10]=[CH:9][CH:8]=[C:7]3[NH:12][CH:13]([C:21]4[CH:28]=[CH:27][C:24]([CH:25]=O)=[CH:23][CH:22]=4)[CH:14]([C:15]4[CH:20]=[CH:19][CH:18]=[CH:17][CH:16]=4)[C:5]([C:6]=23)=[N:4][NH:3]1.[CH3:29][N:30]1[CH2:35][CH2:34][NH:33][CH2:32][CH2:31]1.C(O)(=O)C.C(O[BH-](OC(=O)C)OC(=O)C)(=O)C.[Na+]. Product: [CH3:29][N:30]1[CH2:35][CH2:34][N:33]([CH2:25][C:24]2[CH:27]=[CH:28][C:21]([CH:13]3[NH:12][C:7]4[C:6]5[C:5](=[N:4][NH:3][C:2](=[O:1])[C:11]=5[CH:10]=[CH:9][CH:8]=4)[CH:14]3[C:15]3[CH:16]=[CH:17][CH:18]=[CH:19][CH:20]=3)=[CH:22][CH:23]=2)[CH2:32][CH2:31]1. The catalyst class is: 5. (6) Reactant: Br[C:2]1[N:10]([CH2:11][C:12](=[O:19])[C:13]2[CH:18]=[CH:17][CH:16]=[CH:15][CH:14]=2)[C:9]2[C:8](=[O:20])[NH:7][C:6](=[O:21])[N:5]([CH3:22])[C:4]=2[N:3]=1.C(N(C(C)C)CC)(C)C.[CH2:32]([NH2:36])[CH2:33][CH2:34][CH3:35]. Product: [CH2:32]([NH:36][C:2]1[N:10]([CH2:11][C:12](=[O:19])[C:13]2[CH:18]=[CH:17][CH:16]=[CH:15][CH:14]=2)[C:9]2[C:8](=[O:20])[NH:7][C:6](=[O:21])[N:5]([CH3:22])[C:4]=2[N:3]=1)[CH2:33][CH2:34][CH3:35]. The catalyst class is: 14.